This data is from Catalyst prediction with 721,799 reactions and 888 catalyst types from USPTO. The task is: Predict which catalyst facilitates the given reaction. (1) Product: [ClH:1].[CH2:64]([N:51]1[C:52]2[C:57](=[C:56]([O:59][CH2:60][CH:61]([CH3:62])[CH3:63])[CH:55]=[CH:54][CH:53]=2)[CH:58]=[C:50]1[C:48]([NH:47][C:44]1[CH:43]=[CH:42][C:41]([N:35]2[CH2:40][CH2:39][N:38]([C:26](=[O:34])[CH2:27][C:28]([CH3:33])([CH3:32])[C:29]([OH:31])=[O:30])[CH2:37][CH2:36]2)=[N:46][CH:45]=1)=[O:49])[CH3:65]. The catalyst class is: 2. Reactant: [Cl:1]C1C2C=C(C(NC3C=CC(N4CCN([C:26](=[O:34])[CH2:27][C:28]([CH3:33])([CH3:32])[C:29]([OH:31])=[O:30])CC4)=NC=3)=O)SC=2C=CC=1.[N:35]1([C:41]2[N:46]=[CH:45][C:44]([NH:47][C:48]([C:50]3[N:51]([CH2:64][CH3:65])[C:52]4[C:57]([CH:58]=3)=[C:56]([O:59][CH2:60][CH:61]([CH3:63])[CH3:62])[CH:55]=[CH:54][CH:53]=4)=[O:49])=[CH:43][CH:42]=2)[CH2:40][CH2:39][NH:38][CH2:37][CH2:36]1.CC1(C)CC(=O)OC1=O. (2) Reactant: CC1C=CC(S(O)(=O)=O)=CC=1.[S:12]1[C:16]2[CH:17]=[CH:18][CH:19]=[CH:20][C:15]=2[N:14]=[C:13]1[C:21]1[CH:22]=[N:23][NH:24][C:25]=1[NH2:26].[CH2:27]([N:29]1[C:37]2[C:32](=[CH:33][C:34]([C:38](=O)[CH2:39][C:40](OCC)=[O:41])=[CH:35][CH:36]=2)[CH:31]=[N:30]1)[CH3:28]. Product: [S:12]1[C:16]2[CH:17]=[CH:18][CH:19]=[CH:20][C:15]=2[N:14]=[C:13]1[C:21]1[CH:22]=[N:23][N:24]2[C:40](=[O:41])[CH:39]=[C:38]([C:34]3[CH:33]=[C:32]4[C:37](=[CH:36][CH:35]=3)[N:29]([CH2:27][CH3:28])[N:30]=[CH:31]4)[NH:26][C:25]=12. The catalyst class is: 114.